This data is from M1 muscarinic receptor antagonist screen with 61,756 compounds. The task is: Binary Classification. Given a drug SMILES string, predict its activity (active/inactive) in a high-throughput screening assay against a specified biological target. The compound is O1C(CCC1)CN(Cc1cc2c([nH]c1=O)ccc(OC)c2)Cc1n(nnn1)Cc1ccccc1. The result is 0 (inactive).